From a dataset of Peptide-MHC class I binding affinity with 185,985 pairs from IEDB/IMGT. Regression. Given a peptide amino acid sequence and an MHC pseudo amino acid sequence, predict their binding affinity value. This is MHC class I binding data. (1) The peptide sequence is HTVGLGQGY. The MHC is HLA-A02:16 with pseudo-sequence HLA-A02:16. The binding affinity (normalized) is 0.0847. (2) The peptide sequence is QRSTLERTSKASLER. The MHC is HLA-B45:01 with pseudo-sequence HLA-B45:01. The binding affinity (normalized) is 0.00638.